From a dataset of Full USPTO retrosynthesis dataset with 1.9M reactions from patents (1976-2016). Predict the reactants needed to synthesize the given product. (1) Given the product [Cl:1][C:2]1[CH:7]=[CH:6][C:5]([C:8]2[N:9]=[C:10]3[CH:15]=[CH:14][CH:13]=[CH:12][N:11]3[C:16]=2[CH2:17][C:18]2[NH:30][C:29]([C:24]3[CH:25]=[CH:26][CH:27]=[CH:28][N:23]=3)=[N:21][N:20]=2)=[CH:4][CH:3]=1, predict the reactants needed to synthesize it. The reactants are: [Cl:1][C:2]1[CH:7]=[CH:6][C:5]([C:8]2[N:9]=[C:10]3[CH:15]=[CH:14][CH:13]=[CH:12][N:11]3[C:16]=2[CH2:17][C:18]([NH:20][NH2:21])=O)=[CH:4][CH:3]=1.Cl.[N:23]1[CH:28]=[CH:27][CH:26]=[CH:25][C:24]=1[C:29](=N)[NH2:30].C([O-])(O)=O.[Na+]. (2) Given the product [O:1]=[C:2]1[C:3]([C:4]([O:6][CH2:7][CH3:8])=[O:5])=[C:17]2[CH2:18][O:19][CH2:20][CH2:21][N:16]2[N:9]1[C:10]1[CH:15]=[CH:14][CH:13]=[CH:12][CH:11]=1, predict the reactants needed to synthesize it. The reactants are: [O:1]=[C:2]([N:9]([N:16]1[CH2:21][CH2:20][O:19][CH2:18][C:17]1=O)[C:10]1[CH:15]=[CH:14][CH:13]=[CH:12][CH:11]=1)[CH2:3][C:4]([O:6][CH2:7][CH3:8])=[O:5]. (3) Given the product [CH2:1]([C:8]1[CH:9]=[N:10][C:11]([N:14]2[C@H:15]3[CH2:21][CH2:20][C@@H:19]2[CH2:18][N:17]([C:22]2[C:31]4[C:26](=[CH:27][C:28]([O:33][CH3:34])=[C:29]([O:32][CH2:40][CH:41]5[O:46][CH2:45][CH2:44][N:43]([C:47]([O:49][C:50]([CH3:51])([CH3:53])[CH3:52])=[O:48])[CH2:42]5)[CH:30]=4)[N:25]=[CH:24][N:23]=2)[CH2:16]3)=[N:12][CH:13]=1)[C:2]1[CH:3]=[CH:4][CH:5]=[CH:6][CH:7]=1, predict the reactants needed to synthesize it. The reactants are: [CH2:1]([C:8]1[CH:9]=[N:10][C:11]([N:14]2[C@H:19]3[CH2:20][CH2:21][C@@H:15]2[CH2:16][N:17]([C:22]2[C:31]4[C:26](=[CH:27][C:28]([O:33][CH3:34])=[C:29]([OH:32])[CH:30]=4)[N:25]=[CH:24][N:23]=2)[CH2:18]3)=[N:12][CH:13]=1)[C:2]1[CH:7]=[CH:6][CH:5]=[CH:4][CH:3]=1.CS(O[CH2:40][CH:41]1[O:46][CH2:45][CH2:44][N:43]([C:47]([O:49][C:50]([CH3:53])([CH3:52])[CH3:51])=[O:48])[CH2:42]1)(=O)=O.C(=O)([O-])[O-].[Cs+].[Cs+].O. (4) Given the product [CH:16]1([CH2:20][NH:21][C:12]([C:5]2[C:6]([C:8]([F:11])([F:10])[F:9])=[N:7][C:2]([Cl:1])=[N:3][CH:4]=2)=[O:13])[CH2:19][CH2:18][CH2:17]1, predict the reactants needed to synthesize it. The reactants are: [Cl:1][C:2]1[N:7]=[C:6]([C:8]([F:11])([F:10])[F:9])[C:5]([C:12](Cl)=[O:13])=[CH:4][N:3]=1.Cl.[CH:16]1([CH2:20][NH2:21])[CH2:19][CH2:18][CH2:17]1.C(N(CC)C(C)C)(C)C.O.